From a dataset of CYP2C9 inhibition data for predicting drug metabolism from PubChem BioAssay. Regression/Classification. Given a drug SMILES string, predict its absorption, distribution, metabolism, or excretion properties. Task type varies by dataset: regression for continuous measurements (e.g., permeability, clearance, half-life) or binary classification for categorical outcomes (e.g., BBB penetration, CYP inhibition). Dataset: cyp2c9_veith. (1) The drug is COC(=O)c1sccc1-c1ccc(/C=N/OCc2c(Cl)cccc2Cl)o1. The result is 1 (inhibitor). (2) The drug is COc1cc(N[C@@H](C)CCCN)c2ncccc2c1. The result is 0 (non-inhibitor).